Dataset: Catalyst prediction with 721,799 reactions and 888 catalyst types from USPTO. Task: Predict which catalyst facilitates the given reaction. (1) Reactant: [Cl:1][C:2]1[CH:7]=[CH:6][C:5]([C:8]2[C:14]3[CH:15]=[C:16]([O:19][CH3:20])[CH:17]=[CH:18][C:13]=3[N:12]3[C:21]([CH3:24])=[N:22][N:23]=[C:11]3[C@H:10]([CH2:25][C:26]([OH:28])=O)[N:9]=2)=[CH:4][CH:3]=1.CN(C(ON1N=NC2C=CC=NC1=2)=[N+](C)C)C.F[P-](F)(F)(F)(F)F.CCN(C(C)C)C(C)C.[NH2:62][CH2:63][CH2:64][O:65][C:66]1[CH:71]=[CH:70][C:69]([Si:72]([CH3:75])([CH3:74])[OH:73])=[CH:68][CH:67]=1. Product: [Cl:1][C:2]1[CH:7]=[CH:6][C:5]([C:8]2[C:14]3[CH:15]=[C:16]([O:19][CH3:20])[CH:17]=[CH:18][C:13]=3[N:12]3[C:21]([CH3:24])=[N:22][N:23]=[C:11]3[C@H:10]([CH2:25][C:26]([NH:62][CH2:63][CH2:64][O:65][C:66]3[CH:71]=[CH:70][C:69]([Si:72]([OH:73])([CH3:75])[CH3:74])=[CH:68][CH:67]=3)=[O:28])[N:9]=2)=[CH:4][CH:3]=1. The catalyst class is: 2. (2) Reactant: [CH3:1][C:2]1[C:11]2[C:6](=[CH:7][CH:8]=[CH:9][CH:10]=2)[C:5]([C:12]([OH:14])=O)=[CH:4][CH:3]=1.S(Cl)([Cl:17])=O. Product: [CH3:1][C:2]1[C:11]2[C:6](=[CH:7][CH:8]=[CH:9][CH:10]=2)[C:5]([C:12]([Cl:17])=[O:14])=[CH:4][CH:3]=1. The catalyst class is: 4. (3) Reactant: [Si]([O:8][CH2:9][C@@H:10]([NH:19][C:20]([N:22]1[CH2:31][CH2:30][C:29]2[CH:28]=[N:27][C:26]([NH:32][CH:33]([CH3:38])[C:34]([F:37])([F:36])[F:35])=[N:25][C:24]=2[CH2:23]1)=[O:21])[C:11]1[CH:16]=[CH:15][C:14]([Cl:17])=[C:13]([Cl:18])[CH:12]=1)(C(C)(C)C)(C)C.Cl.CC(O)C. Product: [Cl:18][C:13]1[CH:12]=[C:11]([C@H:10]([NH:19][C:20]([N:22]2[CH2:31][CH2:30][C:29]3[CH:28]=[N:27][C:26]([NH:32][CH:33]([CH3:38])[C:34]([F:36])([F:37])[F:35])=[N:25][C:24]=3[CH2:23]2)=[O:21])[CH2:9][OH:8])[CH:16]=[CH:15][C:14]=1[Cl:17]. The catalyst class is: 2. (4) Reactant: [C:1](#[N:3])[CH3:2].[C:4](Cl)([CH3:7])([CH3:6])[CH3:5].[C:9]([NH2:13])([CH3:12])([CH3:11])[CH3:10].[OH-].[Na+]. Product: [C:4]([NH:3][C:1](=[N:13][C:9]([CH3:12])([CH3:11])[CH3:10])[CH3:2])([CH3:7])([CH3:6])[CH3:5]. The catalyst class is: 34. (5) Reactant: [F:1][C:2]([F:12])([F:11])[C:3]1[CH:10]=[CH:9][CH:8]=[CH:7][C:4]=1[CH2:5][Br:6].[C:13]1([P:19]([C:26]2[CH:31]=[CH:30][CH:29]=[CH:28][CH:27]=2)[C:20]2[CH:25]=[CH:24][CH:23]=[CH:22][CH:21]=2)[CH:18]=[CH:17][CH:16]=[CH:15][CH:14]=1.CCOCC.[PH4+]. Product: [Br-:6].[C:26]1([P+:19]([C:13]2[CH:14]=[CH:15][CH:16]=[CH:17][CH:18]=2)([C:20]2[CH:25]=[CH:24][CH:23]=[CH:22][CH:21]=2)[CH2:5][C:4]2[CH:7]=[CH:8][CH:9]=[CH:10][C:3]=2[C:2]([F:12])([F:11])[F:1])[CH:27]=[CH:28][CH:29]=[CH:30][CH:31]=1. The catalyst class is: 10. (6) Reactant: [CH3:1][C:2]1[N:3]=[C:4]([NH:16][C:17]([NH2:19])=[NH:18])[S:5][C:6]=1[C:7]1[CH:12]=[CH:11][CH:10]=[C:9]([N+:13]([O-])=O)[CH:8]=1. Product: [NH2:13][C:9]1[CH:8]=[C:7]([C:6]2[S:5][C:4]([NH:16][C:17]([NH2:19])=[NH:18])=[N:3][C:2]=2[CH3:1])[CH:12]=[CH:11][CH:10]=1. The catalyst class is: 43. (7) Reactant: [Cl-].[Al+3].[Cl-].[Cl-].[Br:5][C:6]1[C:7]([O:35]C)=[C:8]([C:13]([CH2:16][S:17]([C:20]2[CH:25]=[CH:24][C:23]([F:26])=[CH:22][C:21]=2/[CH:27]=[CH:28]\[CH2:29][N:30]([CH2:33][CH3:34])[CH2:31][CH3:32])(=[O:19])=[O:18])=[CH:14][CH:15]=1)[C:9]([O:11][CH3:12])=[O:10].CN(C)C1C=CC=CC=1.O. The catalyst class is: 2. Product: [Br:5][C:6]1[C:7]([OH:35])=[C:8]([C:13]([CH2:16][S:17]([C:20]2[CH:25]=[CH:24][C:23]([F:26])=[CH:22][C:21]=2/[CH:27]=[CH:28]\[CH2:29][N:30]([CH2:31][CH3:32])[CH2:33][CH3:34])(=[O:18])=[O:19])=[CH:14][CH:15]=1)[C:9]([O:11][CH3:12])=[O:10]. (8) Reactant: [Cl:1][C:2]1[N:11]=[CH:10][C:9]2[CH2:8][CH2:7][CH2:6][CH2:5][C:4]=2[N:3]=1.CC([O-])(C)C.[K+].[N:18](OC(C)(C)C)=[O:19]. Product: [Cl:1][C:2]1[N:11]=[CH:10][C:9]2[CH2:8][CH2:7][CH2:6]/[C:5](=[N:18]\[OH:19])/[C:4]=2[N:3]=1. The catalyst class is: 20.